Dataset: Experimentally validated miRNA-target interactions with 360,000+ pairs, plus equal number of negative samples. Task: Binary Classification. Given a miRNA mature sequence and a target amino acid sequence, predict their likelihood of interaction. (1) The miRNA is hsa-miR-548f-5p with sequence UGCAAAAGUAAUCACAGUUUUU. The protein sequence of the target gene is MSRVPSPPPPAEMSSGPVAESWCYTQIKVVKFSYMWTINNFSFCREEMGEVIKSSTFSSGANDKLKWCLRVNPKGLDEESKDYLSLYLLLVSCPKSEVRAKFKFSILNAKGEETKAMESQRAYRFVQGKDWGFKKFIRRDFLLDEANGLLPDDKLTLFCEVSVVQDSVNISGQNTMNMVKVPECRLADELGGLWENSRFTDCCLCVAGQEFQAHKAILAARSPVFSAMFEHEMEESKKNRVEINDVEPEVFKEMMCFIYTGKAPNLDKMADDLLAAADKYALERLKVMCEDALCSNLSVE.... Result: 1 (interaction). (2) The miRNA is hsa-miR-3175 with sequence CGGGGAGAGAACGCAGUGACGU. The protein sequence of the target gene is MMHPVASSNPAFCGPGKPSCLNEDAMRAADQFDIYSSQQSKYSHTVNHKPMVCQRQDPLNETHLQTTSGRSIEIKDELKKKKNLNRSGKRGRPSGTTKSAGYRTSTGRPLGTTKAAGFKTSPGRPLGTTKAAGYKVSPGRPPGSIKALSRLADLGYGCGTAAFPYPMMHGRAVHGVEETSSEVKPPNE. Result: 1 (interaction). (3) The protein sequence of the target gene is MWEANPEMFHKAEELFSKTTNNEVDDMDTSDTQWGWFYLAECGKWHMFQPDTNSQCSVSSEDIEKSFKTNPCGSISFTTSKFSYKIDFAEMKQMNLTTGKQRLIKRAPFSISAFSYICENEAIPMPPHWENVNTQVPYQLIPLHNQTHEYNEVANLFGKTMDRNRIKRIQRIQNLDLWEFFCRKKAQLKKKRGVPQINEQMLFHGTSSEFVEAICIHNFDWRINGIHGAVFGKGTYFARDAAYSSRFCKDDIKHGNTFQIHGVSLQQRHLFRTYKSMFLARVLIGDYINGDSKYMRPPSK.... The miRNA is hsa-miR-1247-3p with sequence CCCCGGGAACGUCGAGACUGGAGC. Result: 1 (interaction). (4) The protein sequence of the target gene is MSVPVVYDKRRNLDCREEKEESNLAFVSQDEQDSSSFTILYEEPLQEEDRYTSAELRGSQSLLFPDTSSMPGLACERSESRTDLVHHFEKEGKLGEAFDGDNSEMFLSVEAKRYKIYPLALSPIYEDDSSQEDVLSSEVSPGHHGSSKSRESANQPSSVLSLLQSVSERLQRNFDGDDRQEAEEEEEEAVASGKDWRTEKREHVTFHLPDPSIPFYPEDNQEHAGIFKSYVEFSEPTTSSLQHGRWSEKELFLQKSDMTSKLHSSLKSAYHQYLQTSRTHSSETGTRFGGTLQEPVSKYF.... Result: 1 (interaction). The miRNA is mmu-miR-15a-5p with sequence UAGCAGCACAUAAUGGUUUGUG. (5) The miRNA is hsa-miR-4799-5p with sequence AUCUAAAUGCAGCAUGCCAGUC. The protein sequence of the target gene is MGRRRGVELYRAPFPLYALRIDPKTGLLIAAGGGGAAKTGIKNGVHFLQLELINGCLSASLLHSHDTETRATMNLALAGDILAAGQDAQCQLLRFQVHQQKGSKAEKSGSKEQGPRQRKGAPPAEKKSGAQVHPEGVELKVKNLEAVQTDFSNEPLQKVVCFNHDNTLLATGGTDGHVRVWKVPSLEKVLEFKAHEGEIGDLTLGPDGKLVTVGWDFKASVWQKDQLVTQLQWQENGPASSNTPYRYQACRFGQVPDQLGGLRLFTVQIPHKRLRQPPPCYLTAWDSSTFLPLRTRSCGH.... Result: 0 (no interaction). (6) The miRNA is hsa-miR-3689a-3p with sequence CUGGGAGGUGUGAUAUCGUGGU. The protein sequence of the target gene is MNQEKLAKLQAQVRIGGKGTARRKKKVVHRTATADDKKLQSSLKKLAVNNIAGIEEVNMIKDDGTVIHFNNPKVQASLSANTFAITGHAEAKPITEMLPGILSQLGADSLTSLRKLAEQFPRQVLDSKAPKPEDIDEEDDDVPDLVENFDEASKNEAN. Result: 1 (interaction). (7) The miRNA is mmu-miR-369-3p with sequence AAUAAUACAUGGUUGAUCUUU. The protein sequence of the target gene is MAASPGPAGVGGAGAVYGSGSSGFALDSGLEIKTRSVEQTLLPLVSQITTLINHKDNTKKSDKTLQAIQRVGQAVNLAVGRFVKVGEAIANENWDLKEEINIACIEAKQAGETIAALTDITNLNHLESDGQITIFTDKTGVIKAARLLLSSVTKVLLLADRVVIKQIITSRNKVLATMERLEKVNSFQEFVQIFSQFGNEMVEFAHLSGDRQNDLKDEKKKAKMAAARAVLEKCTMMLLTASKTCLRHPNCESAHKNKEGVFDRMKVALDKVIEIVTDCKPNGETDISSISIFTGIKEFK.... Result: 0 (no interaction). (8) The miRNA is hsa-miR-510-5p with sequence UACUCAGGAGAGUGGCAAUCAC. The protein sequence of the target gene is MATAMAASAAERAVLEEEFRWLLHAEVHAVLRQLQDILKEASLRFTLPGPSTEGPAKQENFILGSCGTDQVKGTLTLQGDALSQADVNLKMPRNNQLLHLAFREDKQWKLQQIQDARNHVSQAIYLLANRDESYQFKTGAEVLKLMDAVMLQLTRARSRLTTPATLTLPEIAASGLTRMFAPTLPSDLLVNVYINLNKLCLTVYQLHALQPTSTKNFRPAGGAVLHSPGAMFEWGSQRLEVSHVHKVECVIPWLNDALVYFTVSLQLCQQLKDKIAVFSSYWSSRPF. Result: 0 (no interaction).